From a dataset of Forward reaction prediction with 1.9M reactions from USPTO patents (1976-2016). Predict the product of the given reaction. (1) Given the reactants [CH:1]1([N:7]([CH:19]2[CH2:24][CH2:23][CH2:22][CH2:21][CH2:20]2)[C:8](=[O:18])[NH:9][C:10]2[S:11][CH:12]=[C:13]([C:15](O)=[O:16])[N:14]=2)[CH2:6][CH2:5][CH2:4][CH2:3][CH2:2]1.[NH:25]1[CH2:30][CH2:29][O:28][CH2:27][CH2:26]1, predict the reaction product. The product is: [CH:1]1([N:7]([CH:19]2[CH2:20][CH2:21][CH2:22][CH2:23][CH2:24]2)[C:8]([NH:9][C:10]2[S:11][CH:12]=[C:13]([C:15]([N:25]3[CH2:30][CH2:29][O:28][CH2:27][CH2:26]3)=[O:16])[N:14]=2)=[O:18])[CH2:6][CH2:5][CH2:4][CH2:3][CH2:2]1. (2) Given the reactants Cl.[F:2][C:3]1[CH:22]=[CH:21][C:6]([CH2:7][O:8][CH2:9][C:10]([NH:12][CH2:13][CH2:14][CH:15]2[CH2:20][CH2:19][NH:18][CH2:17][CH2:16]2)=[O:11])=[CH:5][CH:4]=1.C(=O)([O-])[O-].[K+].[K+].Br[CH2:30][CH2:31][C:32]1[C:40]2[C:35](=[CH:36][CH:37]=[CH:38][CH:39]=2)[NH:34][CH:33]=1, predict the reaction product. The product is: [NH:34]1[C:35]2[C:40](=[CH:39][CH:38]=[CH:37][CH:36]=2)[C:32]([CH2:31][CH2:30][N:18]2[CH2:17][CH2:16][CH:15]([CH2:14][CH2:13][NH:12][C:10](=[O:11])[CH2:9][O:8][CH2:7][C:6]3[CH:21]=[CH:22][C:3]([F:2])=[CH:4][CH:5]=3)[CH2:20][CH2:19]2)=[CH:33]1.